From a dataset of Full USPTO retrosynthesis dataset with 1.9M reactions from patents (1976-2016). Predict the reactants needed to synthesize the given product. (1) Given the product [CH:31]1([CH2:30][O:29][C:22]2[CH:23]=[CH:24][C:25]([O:27][CH3:28])=[CH:26][C:21]=2[C:20]2[CH:19]=[CH:18][N:17]=[C:16]3[C:12]([C:10]([NH:9][C@H:6]4[CH2:7][CH2:8][C@H:3]([NH:2][C:38](=[O:39])[CH2:37][O:36][CH3:35])[CH2:4][CH2:5]4)=[O:11])=[C:13]([CH3:34])[NH:14][C:15]=23)[CH2:32][CH2:33]1, predict the reactants needed to synthesize it. The reactants are: Cl.[NH2:2][C@H:3]1[CH2:8][CH2:7][C@H:6]([NH:9][C:10]([C:12]2[C:16]3=[N:17][CH:18]=[CH:19][C:20]([C:21]4[CH:26]=[C:25]([O:27][CH3:28])[CH:24]=[CH:23][C:22]=4[O:29][CH2:30][CH:31]4[CH2:33][CH2:32]4)=[C:15]3[NH:14][C:13]=2[CH3:34])=[O:11])[CH2:5][CH2:4]1.[CH3:35][O:36][CH2:37][C:38](Cl)=[O:39]. (2) The reactants are: [CH:1]1[C:10]2[C:5](=[CH:6][CH:7]=[CH:8][CH:9]=2)[CH:4]=[CH:3][C:2]=1[CH2:11][C:12]#[N:13].[CH3:14][O:15][C:16](=[O:19])[CH:17]=[CH2:18].[C:20](O)(C)(C)C.C[CH2:26][O:27][C:28]([CH3:30])=[O:29].CCCCCCC. Given the product [C:12]([C:11]([C:2]1[CH:3]=[CH:4][C:5]2[C:10](=[CH:9][CH:8]=[CH:7][CH:6]=2)[CH:1]=1)([CH2:20][CH2:30][C:28]([O:27][CH3:26])=[O:29])[CH2:18][CH2:17][C:16]([O:15][CH3:14])=[O:19])#[N:13], predict the reactants needed to synthesize it. (3) Given the product [C:17]([O:20][C:21]([N:7]1[CH2:6][CH2:5][N:4]2[CH:8]=[CH:9][CH:10]=[C:3]2[CH:2]1[CH3:1])=[O:22])([CH3:19])([CH3:18])[CH3:16], predict the reactants needed to synthesize it. The reactants are: [CH3:1][CH:2]1[NH:7][CH2:6][CH2:5][N:4]2[CH:8]=[CH:9][CH:10]=[C:3]12.C1COCC1.[CH3:16][C:17]([O:20][C:21](O[C:21]([O:20][C:17]([CH3:19])([CH3:18])[CH3:16])=[O:22])=[O:22])([CH3:19])[CH3:18].